Dataset: Forward reaction prediction with 1.9M reactions from USPTO patents (1976-2016). Task: Predict the product of the given reaction. (1) Given the reactants [CH:1]12[N:8]([C:9]3C=N[C:16]4[C:11](=CC=[CH:14][CH:15]=4)[N:10]=3)[CH2:7][CH:6]1[CH2:5][CH2:4][NH:3][CH2:2]2.C(O[C:24]([N:26]1CCC2C(NC2)[CH2:27]1)=O)(C)(C)C.ClC1C=C(C)N=C(N(C)C)[N:36]=1.ClC1C=NC2C(=CC=CC=2)N=1, predict the reaction product. The product is: [C@@H:1]12[N:8]([C:9]3[N:10]=[C:11]([N:26]([CH3:27])[CH3:24])[CH:16]=[C:15]([CH3:14])[N:36]=3)[CH2:7][C@@H:6]1[CH2:5][CH2:4][NH:3][CH2:2]2. (2) The product is: [NH2:22][C:3]1[N:4]=[C:5]([C:16]2[CH:17]=[CH:18][CH:19]=[CH:20][CH:21]=2)[C:6]([C:8]2[CH:13]=[CH:12][C:11](=[O:14])[NH:10][N:9]=2)=[CH:7][C:2]=1[Cl:1]. Given the reactants [Cl:1][C:2]1[C:3]([NH2:22])=[N:4][C:5]([C:16]2[CH:21]=[CH:20][CH:19]=[CH:18][CH:17]=2)=[C:6]([C:8]2[N:9]=[N:10][C:11]([O:14]C)=[CH:12][CH:13]=2)[CH:7]=1.C([O-])(O)=O.[Na+], predict the reaction product. (3) Given the reactants [Br:1][C:2]1[CH:7]=[CH:6][C:5]([C:8]([N:10]2[CH2:14][CH2:13][CH2:12][C@H:11]2[CH2:15]I)=[O:9])=[CH:4][CH:3]=1.CO.[CH3:19][NH2:20], predict the reaction product. The product is: [Br:1][C:2]1[CH:7]=[CH:6][C:5]([C:8]([N:10]2[CH2:14][CH2:13][CH2:12][C@H:11]2[CH2:15][NH:20][CH3:19])=[O:9])=[CH:4][CH:3]=1. (4) Given the reactants C([O:3][C:4](=[O:35])[C:5]1[CH:10]=[CH:9][CH:8]=[CH:7][C:6]=1[NH:11][C:12]1[C:17]([Cl:18])=[CH:16][N:15]=[C:14]([NH:19][C:20]2[CH:34]=[CH:33][C:23]3[CH2:24][CH2:25][N:26]([CH2:29][CH2:30][O:31][CH3:32])[CH2:27][CH2:28][C:22]=3[CH:21]=2)[N:13]=1)C.O1CCCC1.[OH-].[Li+].O, predict the reaction product. The product is: [Cl:18][C:17]1[C:12]([NH:11][C:6]2[CH:7]=[CH:8][CH:9]=[CH:10][C:5]=2[C:4]([OH:35])=[O:3])=[N:13][C:14]([NH:19][C:20]2[CH:34]=[CH:33][C:23]3[CH2:24][CH2:25][N:26]([CH2:29][CH2:30][O:31][CH3:32])[CH2:27][CH2:28][C:22]=3[CH:21]=2)=[N:15][CH:16]=1. (5) Given the reactants Cl[C:2]1[N:7]=[CH:6][C:5]([O:8][CH:9]2[CH2:14][CH2:13][N:12]([C:15]([O:17][C:18]([CH3:21])([CH3:20])[CH3:19])=[O:16])[CH2:11][CH2:10]2)=[CH:4][CH:3]=1.[NH:22]1[C:30]2[C:25](=[CH:26][C:27]([N:31]3[CH2:35][CH2:34][O:33][C:32]3=[O:36])=[CH:28][CH:29]=2)[CH:24]=[CH:23]1, predict the reaction product. The product is: [C:18]([O:17][C:15]([N:12]1[CH2:13][CH2:14][CH:9]([O:8][C:5]2[CH:6]=[N:7][C:2]([N:22]3[C:30]4[C:25](=[CH:26][C:27]([N:31]5[CH2:35][CH2:34][O:33][C:32]5=[O:36])=[CH:28][CH:29]=4)[CH:24]=[CH:23]3)=[CH:3][CH:4]=2)[CH2:10][CH2:11]1)=[O:16])([CH3:21])([CH3:20])[CH3:19]. (6) Given the reactants [C:1]1([C:3](=[CH:5][CH:6]=[CH:7][CH:8]=1)[OH:4])[OH:2].CC(C)[O-].[Ba+2:13].CC(C)[O-], predict the reaction product. The product is: [C:1]1([C:3](=[CH:5][CH:6]=[CH:7][CH:8]=1)[O-:4])[O-:2].[Ba+2:13].